From a dataset of Forward reaction prediction with 1.9M reactions from USPTO patents (1976-2016). Predict the product of the given reaction. (1) Given the reactants [CH3:1][O:2][C:3]1[CH:4]=[C:5]([CH:10]=[CH:11][CH:12]=1)[CH2:6][N:7]=[C:8]=[S:9].Cl.Cl.[Cl:15][C:16]1[CH:17]=[C:18]([CH:41]=[CH:42][C:43]=1[Cl:44])[CH2:19][N:20]1[CH2:25][CH2:24][N:23]([CH2:26][C@@H:27](NC(=O)C2C=CC(C)=CC=2)[CH:28]([CH3:30])[CH3:29])[CH2:22][CH2:21]1.C([NH:52][C@H](C(O)=O)C(C)C)(OC(C)(C)C)=O, predict the reaction product. The product is: [Cl:15][C:16]1[CH:17]=[C:18]([CH:41]=[CH:42][C:43]=1[Cl:44])[CH2:19][N:20]1[CH2:25][CH2:24][N:23]([CH2:26][CH:27]([C:5]2([CH:10]=[CH:11][CH:12]=[C:3]([O:2][CH3:1])[CH2:4]2)[CH2:6][NH:7][C:8]([NH2:52])=[S:9])[CH:28]([CH3:30])[CH3:29])[CH2:22][CH2:21]1. (2) Given the reactants [F:1][C:2]1[C:7]2[CH2:8][CH2:9][C:10]3[CH:15]=[CH:14][N:13]=[CH:12][C:11]=3[CH:16]([N:17]=[C:18]=[S:19])[C:6]=2[CH:5]=[CH:4][CH:3]=1.[Cl:20][C:21]1[CH:22]=[C:23]([C:29]([OH:31])=[O:30])[CH:24]=[N:25][C:26]=1[NH:27][NH2:28], predict the reaction product. The product is: [Cl:20][C:21]1[CH:22]=[C:23]([C:29]([OH:31])=[O:30])[CH:24]=[N:25][C:26]=1[NH:27][NH:28][C:18]([NH:17][CH:16]1[C:11]2[CH:12]=[N:13][CH:14]=[CH:15][C:10]=2[CH2:9][CH2:8][C:7]2[C:2]([F:1])=[CH:3][CH:4]=[CH:5][C:6]1=2)=[S:19]. (3) Given the reactants [C:1]([C:3]1[N:8]=[CH:7][C:6]([C:9]([OH:11])=[O:10])=[CH:5][CH:4]=1)#[N:2].C(O)(=O)C.[CH:16]([NH2:18])=[NH:17].O.NN.Cl.[NH:23]1C=CN=NN1.ClC1C(=O)C(Cl)=C(Cl)C(=O)C=1Cl, predict the reaction product. The product is: [N:17]1[CH:16]=[N:18][N:23]=[C:1]([C:3]2[CH:4]=[CH:5][C:6]([C:9]([OH:11])=[O:10])=[CH:7][N:8]=2)[N:2]=1. (4) The product is: [OH:4][CH2:5][CH2:6][O:7][C:8]1[N:9]=[C:10]([CH3:22])[C:11]([C:14]2[CH:15]=[C:16]([CH:17]=[CH:18][CH:19]=2)[CH2:20][O:21][C:24]2[CH:31]=[CH:30][C:27]([CH:28]=[O:29])=[CH:26][CH:25]=2)=[CH:12][CH:13]=1. Given the reactants C([O:4][CH2:5][CH2:6][O:7][C:8]1[CH:13]=[CH:12][C:11]([C:14]2[CH:19]=[CH:18][CH:17]=[C:16]([CH2:20][OH:21])[CH:15]=2)=[C:10]([CH3:22])[N:9]=1)(=O)C.O[C:24]1[CH:31]=[CH:30][C:27]([CH:28]=[O:29])=[CH:26][CH:25]=1.C(P(CCCC)CCCC)CCC.N(C(N1CCCCC1)=O)=NC(N1CCCCC1)=O.[OH-].[Na+], predict the reaction product. (5) Given the reactants [CH2:1]([C:8]1[CH:9]=[C:10]([C:22]2[CH:27]=[CH:26][C:25]([CH2:28][CH2:29][C:30]#[N:31])=[CH:24][C:23]=2[CH2:32][CH:33]([CH3:35])[CH3:34])[CH:11]=[CH:12][C:13]=1OS(C(F)(F)F)(=O)=O)[C:2]1[CH:7]=[CH:6][CH:5]=[CH:4][CH:3]=1.[CH2:36]([C:40]1[CH:41]=[C:42](B2OC(C)(C)C(C)(C)O2)[CH:43]=[CH:44][C:45]=1[O:46][CH3:47])[CH:37]([CH3:39])[CH3:38].C([O-])([O-])=O.[Na+].[Na+], predict the reaction product. The product is: [CH2:1]([C:8]1[CH:9]=[C:10]([C:22]2[CH:27]=[CH:26][C:25]([CH2:28][CH2:29][C:30]#[N:31])=[CH:24][C:23]=2[CH2:32][CH:33]([CH3:35])[CH3:34])[CH:11]=[CH:12][C:13]=1[C:42]1[CH:43]=[CH:44][C:45]([O:46][CH3:47])=[C:40]([CH2:36][CH:37]([CH3:38])[CH3:39])[CH:41]=1)[C:2]1[CH:3]=[CH:4][CH:5]=[CH:6][CH:7]=1. (6) Given the reactants [CH2:1]([C:5]1[N:6]([CH2:19][CH2:20][CH2:21][CH2:22][S:23][C:24]2[CH:29]=[CH:28][CH:27]=[CH:26][CH:25]=2)[C:7]2[C:16]3[CH:15]=[CH:14][CH:13]=[CH:12][C:11]=3[N:10]=[C:9](Cl)[C:8]=2[N:18]=1)[CH2:2][CH2:3][CH3:4].C(C1[N:35](CCCCSC2C=CC=CC=2)C2C3C=CC=CC=3N=C(SC3C=CC=CC=3)C=2N=1)CCC.N.C, predict the reaction product. The product is: [CH2:1]([C:5]1[N:6]([CH2:19][CH2:20][CH2:21][CH2:22][S:23][C:24]2[CH:29]=[CH:28][CH:27]=[CH:26][CH:25]=2)[C:7]2[C:16]3[CH:15]=[CH:14][CH:13]=[CH:12][C:11]=3[N:10]=[C:9]([NH2:35])[C:8]=2[N:18]=1)[CH2:2][CH2:3][CH3:4].